Task: Regression. Given two drug SMILES strings and cell line genomic features, predict the synergy score measuring deviation from expected non-interaction effect.. Dataset: NCI-60 drug combinations with 297,098 pairs across 59 cell lines Drug 1: CN(C)N=NC1=C(NC=N1)C(=O)N. Drug 2: C(CCl)NC(=O)N(CCCl)N=O. Cell line: UO-31. Synergy scores: CSS=13.0, Synergy_ZIP=-5.37, Synergy_Bliss=-3.44, Synergy_Loewe=-6.12, Synergy_HSA=-2.95.